The task is: Predict the reactants needed to synthesize the given product.. This data is from Full USPTO retrosynthesis dataset with 1.9M reactions from patents (1976-2016). (1) Given the product [NH2:36][CH2:37][CH:38]1[CH2:39][N:40]([S:42]([C:45]2[C:46]3[C:47]([Cl:55])=[CH:48][N:49]=[CH:50][C:51]=3[CH:52]=[CH:53][CH:54]=2)(=[O:43])=[O:44])[CH2:41]1.[ClH:15], predict the reactants needed to synthesize it. The reactants are: BrC1C2C(S([Cl:15])(=O)=O)=CC=CC=2C=NC=1.C(OC(NC1CCNC1)=O)(C)(C)C.C(OC([NH:36][CH2:37][CH:38]1[CH2:41][N:40]([S:42]([C:45]2[C:46]3[C:47]([Cl:55])=[CH:48][N:49]=[CH:50][C:51]=3[CH:52]=[CH:53][CH:54]=2)(=[O:44])=[O:43])[CH2:39]1)=O)(C)(C)C. (2) Given the product [CH2:1]([N:3]([CH2:8][CH3:9])[C:4](=[O:7])[CH:5]=[CH2:6])[CH3:2].[C:10]([N:14]1[CH2:19][CH2:18][O:17][CH2:16][CH2:15]1)(=[O:13])[CH:11]=[CH2:12], predict the reactants needed to synthesize it. The reactants are: [CH2:1]([N:3]([CH2:8][CH3:9])[C:4](=[O:7])[CH:5]=[CH2:6])[CH3:2].[C:10]([N:14]1[CH2:19][CH2:18][O:17][CH2:16][CH2:15]1)(=[O:13])[CH:11]=[CH2:12].C(O)(CC)(C)C.N(C(C1NCCN=1)(C)C)=NC(C1NCCN=1)(C)C. (3) Given the product [Cl:1][C:2]1[CH:3]=[CH:4][C:5]([C:8]2[N:9]=[C:10]3[CH:15]=[CH:14][CH:13]=[CH:12][N:11]3[C:16]=2[CH2:17][C:18]2[CH:19]=[C:20]([N:24]3[CH2:31][CH2:29][N:27]([CH3:28])[CH2:26][CH2:25]3)[N:21]=[CH:22][N:23]=2)=[CH:6][CH:7]=1, predict the reactants needed to synthesize it. The reactants are: [Cl:1][C:2]1[CH:7]=[CH:6][C:5]([C:8]2[N:9]=[C:10]3[CH:15]=[CH:14][CH:13]=[CH:12][N:11]3[C:16]=2[CH2:17][C:18]2[N:23]=[CH:22][N:21]=[C:20]([NH:24][CH2:25][CH2:26][N:27]([CH3:29])[CH3:28])[CH:19]=2)=[CH:4][CH:3]=1.Cl[C:31]1C=CC(C2N=C3C=CC=CN3C=2CC2C=C(Cl)N=CN=2)=CC=1.CN1CCNCC1. (4) Given the product [NH2:1][C:2]1[CH:3]=[C:4]2[C:5]([C:14]([C:15]3[CH:20]=[C:19]([O:21][CH3:22])[C:18]([O:23][CH3:24])=[C:17]([Br:25])[CH:16]=3)=[C:13]([C:26]#[N:27])[C:12](=[O:11])[O:8]2)=[CH:6][CH:7]=1, predict the reactants needed to synthesize it. The reactants are: [NH2:1][C:2]1[CH:3]=[C:4]([OH:8])[CH:5]=[CH:6][CH:7]=1.C([O:11][C:12](=O)[C:13]([C:26]#[N:27])=[CH:14][C:15]1[CH:20]=[C:19]([O:21][CH3:22])[C:18]([O:23][CH3:24])=[C:17]([Br:25])[CH:16]=1)C. (5) Given the product [OH:40][CH2:39][C:35]1[CH:34]=[C:33]([C:29]2[CH:28]=[C:27]([C:26]3[CH2:25][C:24](=[O:48])[NH:23][C:9]4[CH:10]=[C:11]([C:19]([F:21])([F:20])[F:22])[C:12]([N:14]([CH3:18])[CH2:15][CH2:16][CH3:17])=[CH:13][C:8]=4[N:7]=3)[CH:32]=[CH:31][CH:30]=2)[CH:38]=[CH:37][N:36]=1, predict the reactants needed to synthesize it. The reactants are: C(OC(=O)[NH:7][C:8]1[CH:13]=[C:12]([N:14]([CH3:18])[CH2:15][CH2:16][CH3:17])[C:11]([C:19]([F:22])([F:21])[F:20])=[CH:10][C:9]=1[NH:23][C:24](=[O:48])[CH2:25][C:26](=O)[C:27]1[CH:32]=[CH:31][CH:30]=[C:29]([C:33]2[CH:38]=[CH:37][N:36]=[C:35]([CH2:39][O:40]C3CCCCO3)[CH:34]=2)[CH:28]=1)(C)(C)C.C(O)(C(F)(F)F)=O. (6) Given the product [CH:21]1[C:30]2[C:25](=[CH:26][CH:27]=[CH:28][CH:29]=2)[CH:24]=[CH:23][C:22]=1[C:2]1[C:15]2[C:16]3=[C:17]4[C:12](=[CH:13][CH:14]=2)[C:11]([C:27]2[CH:28]=[CH:29][C:30]5[C:25](=[CH:24][CH:23]=[CH:22][CH:21]=5)[CH:26]=2)=[CH:10][C:9]([C:2]2[CH:3]=[CH:4][C:5]5[C:16](=[CH:17][CH:8]=[CH:7][CH:6]=5)[CH:15]=2)=[C:8]4[CH:7]=[CH:6][C:5]3=[C:4]([C:51]2[CH:50]=[CH:49][C:48]3[C:47](=[CH:12][CH:11]=[CH:10][CH:9]=3)[CH:52]=2)[CH:3]=1, predict the reactants needed to synthesize it. The reactants are: Br[C:2]1[C:15]2[C:16]3=[C:17]4[C:12](=[CH:13][CH:14]=2)[C:11](Br)=[CH:10][C:9](Br)=[C:8]4[CH:7]=[CH:6][C:5]3=[C:4](Br)[CH:3]=1.[CH:21]1[C:30]2[C:25](=[CH:26][CH:27]=[CH:28][CH:29]=2)[CH:24]=[CH:23][C:22]=1B(O)O.[C:47]1(P([C:47]2[CH:52]=[CH:51][CH:50]=[CH:49][CH:48]=2)[C:47]2[CH:52]=[CH:51][CH:50]=[CH:49][CH:48]=2)[CH:52]=[CH:51][CH:50]=[CH:49][CH:48]=1.C(=O)([O-])[O-].[K+].[K+]. (7) Given the product [C:2]([C:4]1[CH:5]=[C:6]2[C:11](=[CH:12][C:13]=1[O:14][CH2:42][CH:43]1[CH2:48][CH2:47][CH2:46][N:45]([CH3:49])[CH2:44]1)[N:10]=[CH:9][CH:8]=[C:7]2[O:15][C:16]1[CH:21]=[CH:20][C:19]([NH:22][C:23]([NH:25][C:26]2[CH:31]=[CH:30][C:29]([F:32])=[CH:28][CH:27]=2)=[O:24])=[C:18]([F:33])[CH:17]=1)#[N:3], predict the reactants needed to synthesize it. The reactants are: [Na].[C:2]([C:4]1[CH:5]=[C:6]2[C:11](=[CH:12][C:13]=1[OH:14])[N:10]=[CH:9][CH:8]=[C:7]2[O:15][C:16]1[CH:21]=[CH:20][C:19]([NH:22][C:23]([NH:25][C:26]2[CH:31]=[CH:30][C:29]([F:32])=[CH:28][CH:27]=2)=[O:24])=[C:18]([F:33])[CH:17]=1)#[N:3].C(=O)([O-])[O-].[K+].[K+].Cl.Cl[CH2:42][CH:43]1[CH2:48][CH2:47][CH2:46][N:45]([CH3:49])[CH2:44]1.O.